From a dataset of Forward reaction prediction with 1.9M reactions from USPTO patents (1976-2016). Predict the product of the given reaction. (1) Given the reactants [CH2:1]([N:8]1[C:13](=[O:14])[C:12](Cl)=[C:11]([C:16]2[CH:21]=[CH:20][C:19]([S:22]([CH3:25])(=[O:24])=[O:23])=[CH:18][CH:17]=2)[CH:10]=[N:9]1)[C:2]1[CH:7]=[CH:6][CH:5]=[CH:4][CH:3]=1.[S:26]1[CH:30]=[CH:29][C:28](B(O)O)=[CH:27]1.[F-].[Cs+].N, predict the reaction product. The product is: [CH2:1]([N:8]1[C:13](=[O:14])[C:12]([C:28]2[CH:29]=[CH:30][S:26][CH:27]=2)=[C:11]([C:16]2[CH:21]=[CH:20][C:19]([S:22]([CH3:25])(=[O:24])=[O:23])=[CH:18][CH:17]=2)[CH:10]=[N:9]1)[C:2]1[CH:7]=[CH:6][CH:5]=[CH:4][CH:3]=1. (2) Given the reactants C(OP([CH2:9][C:10](=[O:12])[CH3:11])(=O)OCC)C.[H-].[Na+].O=[CH:16][CH2:17][CH2:18][NH:19][C:20]([C@H:22]1[C:27]([CH3:29])([CH3:28])[CH2:26][O:25][C:24]([CH3:31])([CH3:30])[O:23]1)=[O:21].[NH4+].[Cl-], predict the reaction product. The product is: [O:12]=[C:10]([CH3:11])/[CH:9]=[CH:16]/[CH2:17][CH2:18][NH:19][C:20]([C@H:22]1[C:27]([CH3:29])([CH3:28])[CH2:26][O:25][C:24]([CH3:30])([CH3:31])[O:23]1)=[O:21]. (3) Given the reactants Cl.Cl.[Cl:3][C:4]1[CH:5]=[C:6]([N:10]2[C:25](=[O:26])[C:14]3[CH:15]=[N:16][C:17]4[C:18]([O:23][CH3:24])=[CH:19][CH:20]=[CH:21][C:22]=4[C:13]=3[N:12]([CH:27]3[CH2:32][CH2:31][NH:30][CH2:29][CH2:28]3)[C:11]2=[O:33])[CH:7]=[CH:8][CH:9]=1.[C:34](Cl)(=[O:36])[CH3:35], predict the reaction product. The product is: [C:34]([N:30]1[CH2:31][CH2:32][CH:27]([N:12]2[C:13]3[C:22]4[CH:21]=[CH:20][CH:19]=[C:18]([O:23][CH3:24])[C:17]=4[N:16]=[CH:15][C:14]=3[C:25](=[O:26])[N:10]([C:6]3[CH:7]=[CH:8][CH:9]=[C:4]([Cl:3])[CH:5]=3)[C:11]2=[O:33])[CH2:28][CH2:29]1)(=[O:36])[CH3:35]. (4) Given the reactants [Br:1][C:2]1[C:11]([CH2:12]Br)=[C:10]([O:14][CH3:15])[C:9]2[C:4](=[CH:5][CH:6]=[CH:7][CH:8]=2)[C:3]=1[O:16][CH3:17].C([O-])([O-])=[O:19].[Ca+2], predict the reaction product. The product is: [Br:1][C:2]1[C:11]([CH2:12][OH:19])=[C:10]([O:14][CH3:15])[C:9]2[C:4](=[CH:5][CH:6]=[CH:7][CH:8]=2)[C:3]=1[O:16][CH3:17]. (5) Given the reactants [C:1]([C:3]1[CH:12]=[CH:11][C:6]([C:7]([NH:9][CH3:10])=[O:8])=[CH:5][C:4]=1[CH3:13])#N.C(O)=[O:15], predict the reaction product. The product is: [CH:1]([C:3]1[CH:12]=[CH:11][C:6]([C:7]([NH:9][CH3:10])=[O:8])=[CH:5][C:4]=1[CH3:13])=[O:15]. (6) Given the reactants [NH2:1][C:2]1[CH:7]=[C:6]([Br:8])[CH:5]=[CH:4][C:3]=1[NH-:9].[O:10]=[C:11]1[C:23]2[CH:22]=[CH:21][CH:20]=[C:19]([C:24](O)=O)[C:18]=2[C:17]2[C:12]1=[CH:13][CH:14]=[CH:15][CH:16]=2, predict the reaction product. The product is: [Br:8][C:6]1[CH:5]=[CH:4][C:3]2[N:9]=[C:24]([C:19]3[C:18]4[C:17]5[C:12](=[CH:13][CH:14]=[CH:15][CH:16]=5)[C:11](=[O:10])[C:23]=4[CH:22]=[CH:21][CH:20]=3)[NH:1][C:2]=2[CH:7]=1.